The task is: Binary Classification. Given a miRNA mature sequence and a target amino acid sequence, predict their likelihood of interaction.. This data is from Experimentally validated miRNA-target interactions with 360,000+ pairs, plus equal number of negative samples. (1) Result: 0 (no interaction). The protein sequence of the target gene is MEPRLPIGAQPLAMVAGLEMKGPLREPCVLTLARRNGQYELIIQLHGKEQHVQDIIPINSHFRCVQEAEETLLIDIASNSGCKIRVQGDWTRERHFEIPDEERCLKFLSEVLEAQEAQSQLLVPEQKDSSSWYQKLDTMDKPAYSGLLGFEDNFSSLDLDKKMNTQNPRSGSHREPPPPPSSSTRMLSREKEASNKEQPKVTNTMRKLFVPNTQTGQREGLIKHILTKREKEYVNIQSFRFFVGTWNVNGQSPDSSLEPWLDCDPNPPDIYCIGFQELDLSTEAFFYFESVKEQEWSLAV.... The miRNA is hsa-miR-6769b-3p with sequence CCCUCUCUGUCCCACCCAUAG. (2) The miRNA is mmu-miR-540-3p with sequence AGGUCAGAGGUCGAUCCUGG. The protein sequence of the target gene is MKRTPTAEEREREAKKLRLLEELEDTWLPYLTPKDDEFYQQWQLKYPKLILREASSVSEELHKEVQEAFLTLHKHGCLFRDLVRIQGKDLLTPVSRILIGNPGCTYKYLNTRLFTVPWPVKGSNIKHTEAEIAAACETFLKLNDYLQIETIQALEELAAKEKANEDAVPLCMSADFPRVGMGSSYNGQDEVDIKSRAAYNVTLLNFMDPQKMPYLKEEPYFGMGKMAVSWHHDENLVDRSAVAVYSYSCEGPEEESEDDSHLEGRDPDIWHVGFKISWDIETPGLAIPLHQGDCYFMLDD.... Result: 0 (no interaction).